From a dataset of Catalyst prediction with 721,799 reactions and 888 catalyst types from USPTO. Predict which catalyst facilitates the given reaction. Reactant: [CH3:1][O:2][CH2:3][CH2:4][O:5][C:6]1[CH:11]=[CH:10][N:9]2[C:12]([C:15]3[CH:24]=[C:23]([C:25]4[O:29][CH:28]=[N:27][CH:26]=4)[C:22]4[C:17](=[C:18]([OH:30])[CH:19]=[CH:20][CH:21]=4)[N:16]=3)=[CH:13][N:14]=[C:8]2[CH:7]=1.C(N(CC)CC)C.[F:38][C:39]([F:58])([F:57])[S:40](N(C1C=CC=CC=1)[S:40]([C:39]([F:58])([F:57])[F:38])(=[O:42])=[O:41])(=[O:42])=[O:41]. Product: [F:38][C:39]([F:58])([F:57])[S:40]([O:30][C:18]1[CH:19]=[CH:20][CH:21]=[C:22]2[C:17]=1[N:16]=[C:15]([C:12]1[N:9]3[CH:10]=[CH:11][C:6]([O:5][CH2:4][CH2:3][O:2][CH3:1])=[CH:7][C:8]3=[N:14][CH:13]=1)[CH:24]=[C:23]2[C:25]1[O:29][CH:28]=[N:27][CH:26]=1)(=[O:42])=[O:41]. The catalyst class is: 3.